Dataset: Reaction yield outcomes from USPTO patents with 853,638 reactions. Task: Predict the reaction yield, written as a fraction of the theoretical maximum amount of product (1.0 means a 100% yield; for example, 0.34 means a 34% yield). (1) The reactants are [C:1]([O:5][C:6]([N:8]1[C:16]2[C:11](=[CH:12][C:13]([N+:17]([O-])=O)=[CH:14][CH:15]=2)[CH2:10][CH2:9]1)=[O:7])([CH3:4])([CH3:3])[CH3:2].CO. The catalyst is [Pd].O1CCCC1. The product is [C:1]([O:5][C:6]([N:8]1[C:16]2[C:11](=[CH:12][C:13]([NH2:17])=[CH:14][CH:15]=2)[CH2:10][CH2:9]1)=[O:7])([CH3:4])([CH3:2])[CH3:3]. The yield is 0.905. (2) The reactants are [C:1]([C:3]1[C:11]2[C:6](=[CH:7][C:8]([O:12][CH3:13])=[CH:9][CH:10]=2)[N:5]([CH2:14][CH3:15])[C:4]=1[C:16]1[CH:21]=[CH:20][C:19]([NH:22][S:23]([CH3:26])(=[O:25])=[O:24])=[CH:18][CH:17]=1)#[N:2].[H-].[Na+].I[CH3:30]. The catalyst is CN(C=O)C.O. The product is [C:1]([C:3]1[C:11]2[C:6](=[CH:7][C:8]([O:12][CH3:13])=[CH:9][CH:10]=2)[N:5]([CH2:14][CH3:15])[C:4]=1[C:16]1[CH:21]=[CH:20][C:19]([N:22]([CH3:30])[S:23]([CH3:26])(=[O:24])=[O:25])=[CH:18][CH:17]=1)#[N:2]. The yield is 0.450. (3) The yield is 0.120. The product is [Cl:1][C:2]1[C:3]([O:12][C:13]2[CH:18]=[C:17]([O:19][CH2:43][CH2:42][C:41]([OH:46])([CH3:45])[CH3:40])[CH:16]=[CH:15][C:14]=2/[CH:20]=[CH:21]/[C:22]([O:24][CH2:25][CH3:26])=[O:23])=[N:4][CH:5]=[C:6]([C:8]([F:9])([F:11])[F:10])[CH:7]=1. The reactants are [Cl:1][C:2]1[C:3]([O:12][C:13]2[CH:18]=[C:17]([OH:19])[CH:16]=[CH:15][C:14]=2/[CH:20]=[CH:21]/[C:22]([O:24][CH2:25][CH3:26])=[O:23])=[N:4][CH:5]=[C:6]([C:8]([F:11])([F:10])[F:9])[CH:7]=1.C(P(CCCC)CCCC)CCC.[CH3:40][C:41]([OH:46])([CH3:45])[CH2:42][CH2:43]O.N(C(N1CCCCC1)=O)=NC(N1CCCCC1)=O. The catalyst is O1CCCC1. (4) The reactants are C([O:5][C:6]1[C:7]([CH2:13][N:14]2[CH2:19][CH2:18][CH:17]([C:20](=[O:29])[CH2:21][C:22]3[CH:27]=[CH:26][CH:25]=[CH:24][C:23]=3[F:28])[CH2:16][CH2:15]2)=[N:8][CH:9]=[C:10]([F:12])[N:11]=1)(C)(C)C. The catalyst is FC(F)(F)C(O)=O. The product is [F:12][C:10]1[NH:11][C:6](=[O:5])[C:7]([CH2:13][N:14]2[CH2:19][CH2:18][CH:17]([C:20](=[O:29])[CH2:21][C:22]3[CH:27]=[CH:26][CH:25]=[CH:24][C:23]=3[F:28])[CH2:16][CH2:15]2)=[N:8][CH:9]=1. The yield is 0.930. (5) The reactants are [Br:1][C:2]1[CH:7]=[CH:6][C:5]([SH:8])=[CH:4][CH:3]=1.[H-].[Na+].Br[CH:12]([CH3:17])[C:13]([O:15][CH3:16])=[O:14]. No catalyst specified. The product is [CH3:16][O:15][C:13](=[O:14])[CH:12]([S:8][C:5]1[CH:6]=[CH:7][C:2]([Br:1])=[CH:3][CH:4]=1)[CH3:17]. The yield is 0.800. (6) The reactants are Cl[C:2]1[CH:7]=[CH:6][C:5]([O:8][CH3:9])=[CH:4][CH:3]=1.[NH:10]1[CH2:14][CH2:13][CH2:12][CH2:11]1.CC([O-])(C)C.[Na+]. The yield is 0.950. The catalyst is C1C=CC(/C=C/C(/C=C/C2C=CC=CC=2)=O)=CC=1.C1C=CC(/C=C/C(/C=C/C2C=CC=CC=2)=O)=CC=1.C1C=CC(/C=C/C(/C=C/C2C=CC=CC=2)=O)=CC=1.[Pd].[Pd].C1(C)C=CC=CC=1. The product is [CH3:9][O:8][C:5]1[CH:6]=[CH:7][C:2]([N:10]2[CH2:14][CH2:13][CH2:12][CH2:11]2)=[CH:3][CH:4]=1.